Dataset: Forward reaction prediction with 1.9M reactions from USPTO patents (1976-2016). Task: Predict the product of the given reaction. Given the reactants [C:1]([O:5][C:6]([N:8]1[CH2:13][CH2:12][CH:11]([C:14]2[CH:19]=[CH:18][C:17]([C:20](=[O:22])[NH2:21])=[C:16]([C:23]3[CH:28]=[CH:27][C:26]([C:29]([O:31]C)=[O:30])=[CH:25][CH:24]=3)[N:15]=2)[CH2:10][CH2:9]1)=[O:7])([CH3:4])([CH3:3])[CH3:2].[Li+].[OH-], predict the reaction product. The product is: [C:1]([O:5][C:6]([N:8]1[CH2:9][CH2:10][CH:11]([C:14]2[N:15]=[C:16]([C:23]3[CH:24]=[CH:25][C:26]([C:29]([OH:31])=[O:30])=[CH:27][CH:28]=3)[C:17]([C:20](=[O:22])[NH2:21])=[CH:18][CH:19]=2)[CH2:12][CH2:13]1)=[O:7])([CH3:4])([CH3:2])[CH3:3].